Dataset: Reaction yield outcomes from USPTO patents with 853,638 reactions. Task: Predict the reaction yield, written as a fraction of the theoretical maximum amount of product (1.0 means a 100% yield; for example, 0.34 means a 34% yield). (1) The reactants are [Cl:1][C:2]1[CH:25]=[C:24]([Cl:26])[CH:23]=[CH:22][C:3]=1[CH2:4][N:5]1[C:9](/[CH:10]=[CH:11]/[C:12]([O:14]CC)=[O:13])=[CH:8][C:7]([O:17][CH2:18][CH2:19][O:20][CH3:21])=[N:6]1.[OH-].[Na+].O1CCCC1. The catalyst is C(O)C. The product is [Cl:1][C:2]1[CH:25]=[C:24]([Cl:26])[CH:23]=[CH:22][C:3]=1[CH2:4][N:5]1[C:9](/[CH:10]=[CH:11]/[C:12]([OH:14])=[O:13])=[CH:8][C:7]([O:17][CH2:18][CH2:19][O:20][CH3:21])=[N:6]1. The yield is 0.910. (2) The reactants are [CH3:1][C@@H:2]1[CH2:7][CH2:6][NH:5][C@@H:4]([C:8]([OH:10])=[O:9])[CH2:3]1.[C:11](O[C:11]([O:13][C:14]([CH3:17])([CH3:16])[CH3:15])=[O:12])([O:13][C:14]([CH3:17])([CH3:16])[CH3:15])=[O:12].[CH2:26](O)[CH:27]=[CH2:28].C1(N=C=NC2CCCCC2)CCCCC1. The catalyst is C(N(CC)CC)C.CO.CN(C)C1C=CN=CC=1. The product is [C:14]([O:13][C:11]([N:5]1[CH2:6][CH2:7][C@@H:2]([CH3:1])[CH2:3][C@@H:4]1[C:8]([O:10][CH2:28][CH:27]=[CH2:26])=[O:9])=[O:12])([CH3:17])([CH3:16])[CH3:15]. The yield is 0.920. (3) The reactants are Cl[C:2]1[N:7]=[CH:6][C:5]([C:8]2[C:9]3[C:10](=[N:27][N:28]([CH3:30])[CH:29]=3)[N:11]=[C:12]([C:20]3[CH:25]=[CH:24][C:23]([F:26])=[CH:22][CH:21]=3)[C:13]=2[C:14]2[CH:19]=[CH:18][N:17]=[CH:16][CH:15]=2)=[CH:4][CH:3]=1. The catalyst is CC(O)=O.[Zn]. The product is [F:26][C:23]1[CH:22]=[CH:21][C:20]([C:12]2[C:13]([C:14]3[CH:15]=[CH:16][N:17]=[CH:18][CH:19]=3)=[C:8]([C:5]3[CH:6]=[N:7][CH:2]=[CH:3][CH:4]=3)[C:9]3[C:10](=[N:27][N:28]([CH3:30])[CH:29]=3)[N:11]=2)=[CH:25][CH:24]=1. The yield is 0.0400. (4) The reactants are [F:1][C:2]1[CH:7]=[C:6]([I:8])[CH:5]=[CH:4][C:3]=1[NH:9][C:10]1[C:15]([N+:16]([O-:18])=[O:17])=[C:14]([F:19])[CH:13]=[C:12](F)[C:11]=1[F:21].[CH3:22][O-:23].[Na+]. The catalyst is C1COCC1.C(OCC)(=O)C. The product is [F:1][C:2]1[CH:7]=[C:6]([I:8])[CH:5]=[CH:4][C:3]=1[NH:9][C:10]1[C:15]([N+:16]([O-:18])=[O:17])=[C:14]([F:19])[CH:13]=[C:12]([O:23][CH3:22])[C:11]=1[F:21]. The yield is 0.480.